From a dataset of hERG Central: cardiac toxicity at 1µM, 10µM, and general inhibition. Predict hERG channel inhibition at various concentrations. (1) The compound is O=C(NC1CC1)C1=C[C@H](c2ccc(Br)cc2)C[C@H](OCc2ccc(CO)cc2)O1. Results: hERG_inhib (hERG inhibition (general)): blocker. (2) The molecule is CCNC(=S)N1CCN(c2ccc([N+](=O)[O-])cc2)CC1. Results: hERG_inhib (hERG inhibition (general)): blocker. (3) The drug is O=C(NCCOc1ccccc1)c1cc([N+](=O)[O-])ccc1N1CCOCC1. Results: hERG_inhib (hERG inhibition (general)): blocker. (4) Results: hERG_inhib (hERG inhibition (general)): blocker. The molecule is CCN(CC)CCC(C)OC(c1ccccc1)c1ccccc1.O=C(O)CC(O)(CC(=O)O)C(=O)O.